This data is from CYP2D6 inhibition data for predicting drug metabolism from PubChem BioAssay. The task is: Regression/Classification. Given a drug SMILES string, predict its absorption, distribution, metabolism, or excretion properties. Task type varies by dataset: regression for continuous measurements (e.g., permeability, clearance, half-life) or binary classification for categorical outcomes (e.g., BBB penetration, CYP inhibition). Dataset: cyp2d6_veith. (1) The compound is CCNc1ncc2nc(CCc3ccccc3)c(=O)n(CCC#N)c2n1. The result is 1 (inhibitor). (2) The compound is COc1ccc(/C=N/NC(N)=S)cc1OC(=O)c1cccc2ccccc12. The result is 0 (non-inhibitor). (3) The drug is Cc1cnc2cc(Cl)ccc2c1SCC(=O)O. The result is 0 (non-inhibitor). (4) The drug is COC(=O)/C=C\C(=O)N[C@@H]1CC[C@@]2(O)[C@H]3Cc4ccc(O)c5c4[C@@]2(CCN3CC2CC2)[C@@H]1O5. The result is 1 (inhibitor). (5) The drug is CNC(=O)c1sc(-c2cccnc2)nc1C. The result is 0 (non-inhibitor). (6) The molecule is Cc1cc(NC(=O)CCN2C(=O)C3C4CCC(C4)C3C2=O)c(C)cc1Br. The result is 0 (non-inhibitor). (7) The molecule is Cc1cccc(NC(=S)NNC(=O)CC(C)O)c1C. The result is 0 (non-inhibitor). (8) The molecule is C/C1=C2/N=C(/C=C3\N=C(/C(C)=C4\[N-][C@@](C)([C@H]5N=C1[C@@](C)(CCC(=O)NC[C@H](C)OP(=O)([O-])O[C@@H]1[C@H](O)[C@H](n6cnc7cc(C)c(C)cc76)O[C@@H]1CO)[C@@H]5CC(N)=O)[C@](C)(CC(N)=O)[C@H]4CCC(N)=O)[C@@](C)(CC(N)=O)[C@@H]3CCC(N)=O)C(C)(C)[C@@H]2CCC(N)=O.[C-]#N.[Co+3]. The result is 0 (non-inhibitor).